This data is from Forward reaction prediction with 1.9M reactions from USPTO patents (1976-2016). The task is: Predict the product of the given reaction. (1) Given the reactants [F:1][C:2]([F:13])([F:12])[C:3]1[CH:11]=[CH:10][CH:9]=[CH:8][C:4]=1[C:5]([OH:7])=O.[CH3:14][C:15]([CH3:26])([CH3:25])[C:16]#[C:17][C:18]1[CH:23]=[CH:22][CH:21]=[CH:20][C:19]=1[NH2:24].C(N(CC)C(C)C)(C)C.C1CN([P+](Br)(N2CCCC2)N2CCCC2)CC1.F[P-](F)(F)(F)(F)F, predict the reaction product. The product is: [CH3:14][C:15]([CH3:26])([CH3:25])[C:16]#[C:17][C:18]1[CH:23]=[CH:22][CH:21]=[CH:20][C:19]=1[NH:24][C:5](=[O:7])[C:4]1[CH:8]=[CH:9][CH:10]=[CH:11][C:3]=1[C:2]([F:1])([F:13])[F:12]. (2) Given the reactants Br[CH2:2][C:3]1[CH:8]=[CH:7][C:6]([C:9]2[CH:13]=[C:12]([C:14]([NH2:16])=[O:15])[O:11][N:10]=2)=[CH:5][CH:4]=1.[CH3:17][O:18][C:19]1[CH:24]=[CH:23][C:22]([OH:25])=[CH:21][CH:20]=1.C([O-])([O-])=O.[K+].[K+], predict the reaction product. The product is: [CH3:17][O:18][C:19]1[CH:24]=[CH:23][C:22]([O:25][CH2:2][C:3]2[CH:8]=[CH:7][C:6]([C:9]3[CH:13]=[C:12]([C:14]([NH2:16])=[O:15])[O:11][N:10]=3)=[CH:5][CH:4]=2)=[CH:21][CH:20]=1. (3) Given the reactants [CH2:1]([C:7]1[N:8]([CH2:20][CH2:21][CH2:22][CH2:23][NH2:24])[C:9]2[C:18]3[CH:17]=[CH:16][CH:15]=[CH:14][C:13]=3[N:12]=[CH:11][C:10]=2[N:19]=1)[CH2:2][CH2:3][CH2:4][CH2:5][CH3:6].[CH3:25][S:26](Cl)(=[O:28])=[O:27], predict the reaction product. The product is: [CH2:1]([C:7]1[N:8]([CH2:20][CH2:21][CH2:22][CH2:23][NH:24][S:26]([CH3:25])(=[O:28])=[O:27])[C:9]2[C:18]3[CH:17]=[CH:16][CH:15]=[CH:14][C:13]=3[N:12]=[CH:11][C:10]=2[N:19]=1)[CH2:2][CH2:3][CH2:4][CH2:5][CH3:6].